From a dataset of Forward reaction prediction with 1.9M reactions from USPTO patents (1976-2016). Predict the product of the given reaction. (1) Given the reactants [H-].[Na+].[CH2:3]([O:5][P:6]([CH2:11][C:12]([O:14][CH2:15][CH3:16])=[O:13])([O:8][CH2:9][CH3:10])=[O:7])[CH3:4].Br[CH2:18][CH2:19][CH2:20][F:21], predict the reaction product. The product is: [CH2:9]([O:8][P:6]([CH:11]([CH2:18][CH2:19][CH2:20][F:21])[C:12]([O:14][CH2:15][CH3:16])=[O:13])([O:5][CH2:3][CH3:4])=[O:7])[CH3:10]. (2) Given the reactants [F:1][C:2]([F:19])([C:8]1[CH:13]=[CH:12][C:11]([CH3:14])=[CH:10][C:9]=1[C:15]([F:18])([F:17])[F:16])[C:3]([O:5]CC)=[O:4].O.[OH-].[Li+], predict the reaction product. The product is: [F:1][C:2]([F:19])([C:8]1[CH:13]=[CH:12][C:11]([CH3:14])=[CH:10][C:9]=1[C:15]([F:16])([F:18])[F:17])[C:3]([OH:5])=[O:4]. (3) Given the reactants [C:1]([C:5]1[S:9][C:8]([NH2:10])=[N:7][N:6]=1)([CH3:4])([CH3:3])[CH3:2].[Cl:11][C:12]1[CH:13]=[CH:14][C:15]([O:21][CH3:22])=[C:16]([CH:20]=1)[C:17](Cl)=[O:18].C(N(CC)CC)C, predict the reaction product. The product is: [C:1]([C:5]1[S:9][C:8]([NH:10][C:17](=[O:18])[C:16]2[CH:20]=[C:12]([Cl:11])[CH:13]=[CH:14][C:15]=2[O:21][CH3:22])=[N:7][N:6]=1)([CH3:4])([CH3:3])[CH3:2]. (4) Given the reactants [CH3:1][N:2]1[C:10]2[C:5](=[CH:6][CH:7]=[CH:8][CH:9]=2)[C:4]([CH:11]=[CH2:12])=[N:3]1.[N+](=[CH:15][C:16]([O:18][CH2:19][CH3:20])=[O:17])=[N-], predict the reaction product. The product is: [CH3:1][N:2]1[C:10]2[C:5](=[CH:6][CH:7]=[CH:8][CH:9]=2)[C:4]([CH:11]2[CH2:12][CH:15]2[C:16]([O:18][CH2:19][CH3:20])=[O:17])=[N:3]1. (5) Given the reactants [CH3:1][C:2]1[C:7]([N+:8]([O-:10])=[O:9])=[CH:6][N:5]=[C:4]([NH2:11])[CH:3]=1.CO[CH:14](OC)[N:15]([CH3:17])[CH3:16], predict the reaction product. The product is: [CH3:14][N:15]([CH3:17])/[CH:16]=[CH:1]/[C:2]1[C:7]([N+:8]([O-:10])=[O:9])=[CH:6][N:5]=[C:4](/[N:11]=[CH:14]/[N:15]([CH3:17])[CH3:16])[CH:3]=1. (6) Given the reactants [F:1][C:2]([F:41])([F:40])[C:3]1[CH:4]=[C:5]([CH:33]=[C:34]([C:36]([F:39])([F:38])[F:37])[CH:35]=1)[CH2:6][N:7]([CH2:14][C:15]1[CH:20]=[C:19]([C:21]([F:24])([F:23])[F:22])[CH:18]=[CH:17][C:16]=1[CH:25]([CH:27]1[CH2:32][CH2:31][O:30][CH2:29][CH2:28]1)[OH:26])[C:8]1[N:9]=[N:10][N:11]([CH3:13])[N:12]=1.[H-].[Na+].I[CH2:45][CH3:46], predict the reaction product. The product is: [F:41][C:2]([F:40])([F:1])[C:3]1[CH:4]=[C:5]([CH:33]=[C:34]([C:36]([F:39])([F:37])[F:38])[CH:35]=1)[CH2:6][N:7]([CH2:14][C:15]1[CH:20]=[C:19]([C:21]([F:22])([F:23])[F:24])[CH:18]=[CH:17][C:16]=1[CH:25]([O:26][CH2:45][CH3:46])[CH:27]1[CH2:32][CH2:31][O:30][CH2:29][CH2:28]1)[C:8]1[N:9]=[N:10][N:11]([CH3:13])[N:12]=1. (7) Given the reactants [CH2:1]([O:5][C:6]1[N:14]=[C:13]2[C:9]([N:10]=[C:11]([O:20][CH3:21])[N:12]2[CH2:15][CH2:16][CH2:17][CH2:18]Cl)=[C:8]([NH2:22])[N:7]=1)[CH2:2][CH2:3][CH3:4].[CH3:23][N:24]1[CH2:29][CH2:28][NH:27][CH2:26][CH2:25]1.C(N(CC)C(C)C)(C)C, predict the reaction product. The product is: [CH2:1]([O:5][C:6]1[N:14]=[C:13]2[C:9]([N:10]=[C:11]([O:20][CH3:21])[N:12]2[CH2:15][CH2:16][CH2:17][CH2:18][N:27]2[CH2:28][CH2:29][N:24]([CH3:23])[CH2:25][CH2:26]2)=[C:8]([NH2:22])[N:7]=1)[CH2:2][CH2:3][CH3:4]. (8) Given the reactants [CH2:1]([C@H:8]1[CH2:12][O:11][C:10](=[O:13])[N:9]1[C:14](=[O:20])[CH2:15][CH2:16][CH:17]([CH3:19])[CH3:18])[C:2]1[CH:7]=[CH:6][CH:5]=[CH:4][CH:3]=1.CCN(C(C)C)C(C)C.[O:30]1COCO[CH2:31]1, predict the reaction product. The product is: [CH2:1]([C@H:8]1[CH2:12][O:11][C:10](=[O:13])[N:9]1[C:14](=[O:20])[C@@H:15]([CH2:31][OH:30])[CH2:16][CH:17]([CH3:18])[CH3:19])[C:2]1[CH:3]=[CH:4][CH:5]=[CH:6][CH:7]=1. (9) Given the reactants Cl[C:2]1[N:7]=[N:6][C:5]([C:8]([NH:10][CH2:11][CH2:12][CH:13]([CH3:15])[CH3:14])=[O:9])=[CH:4][CH:3]=1.[CH3:16][C:17]1[CH:22]=[CH:21][CH:20]=[CH:19][C:18]=1[CH2:23][CH2:24][CH:25]1[CH2:30][CH2:29][NH:28][CH2:27][CH2:26]1, predict the reaction product. The product is: [CH3:14][CH:13]([CH3:15])[CH2:12][CH2:11][NH:10][C:8]([C:5]1[N:6]=[N:7][C:2]([N:28]2[CH2:29][CH2:30][CH:25]([CH2:24][CH2:23][C:18]3[CH:19]=[CH:20][CH:21]=[CH:22][C:17]=3[CH3:16])[CH2:26][CH2:27]2)=[CH:3][CH:4]=1)=[O:9].